This data is from Catalyst prediction with 721,799 reactions and 888 catalyst types from USPTO. The task is: Predict which catalyst facilitates the given reaction. (1) Reactant: [NH2:1][C@@H:2]([CH2:28][C:29]1[CH:34]=[CH:33][CH:32]=[CH:31][CH:30]=1)[C:3]([NH:5][C:6]1[CH:7]=[C:8]([C:18]([F:27])([F:26])[C:19]([O:21]C(C)(C)C)=[O:20])[CH:9]=[C:10]([C:12]2[CH:17]=[CH:16][N:15]=[CH:14][CH:13]=2)[CH:11]=1)=[O:4].[S:35]1[CH:39]=[C:38]([CH:40]=O)[N:37]=[CH:36]1.C(O)(=O)C.C(O[BH-](OC(=O)C)OC(=O)C)(=O)C.[Na+]. Product: [F:27][C:18]([F:26])([C:8]1[CH:9]=[C:10]([C:12]2[CH:13]=[CH:14][N:15]=[CH:16][CH:17]=2)[CH:11]=[C:6]([NH:5][C:3](=[O:4])[C@@H:2]([NH:1][CH2:40][C:38]2[N:37]=[CH:36][S:35][CH:39]=2)[CH2:28][C:29]2[CH:34]=[CH:33][CH:32]=[CH:31][CH:30]=2)[CH:7]=1)[C:19]([OH:21])=[O:20]. The catalyst class is: 2. (2) Reactant: [Li+].[F:2][C:3]([F:18])([S:14]([O-:17])(=[O:16])=[O:15])[C:4]([F:13])([F:12])[C:5]([F:11])([F:10])[S:6]([O-:9])(=[O:8])=[O:7].[Li+].[Br-].[C:21]1([S+:27]([C:34]2[CH:39]=[CH:38][CH:37]=[CH:36][CH:35]=2)[C:28]2[CH:33]=[CH:32][CH:31]=[CH:30][CH:29]=2)[CH:26]=[CH:25][CH:24]=[CH:23][CH:22]=1.ClCCl. Product: [F:11][C:5]([F:10])([S:6]([O-:9])(=[O:7])=[O:8])[C:4]([F:12])([F:13])[C:3]([F:2])([F:18])[S:14]([O-:17])(=[O:15])=[O:16].[C:34]1([S+:27]([C:21]2[CH:22]=[CH:23][CH:24]=[CH:25][CH:26]=2)[C:28]2[CH:33]=[CH:32][CH:31]=[CH:30][CH:29]=2)[CH:35]=[CH:36][CH:37]=[CH:38][CH:39]=1.[C:34]1([S+:27]([C:21]2[CH:22]=[CH:23][CH:24]=[CH:25][CH:26]=2)[C:28]2[CH:33]=[CH:32][CH:31]=[CH:30][CH:29]=2)[CH:35]=[CH:36][CH:37]=[CH:38][CH:39]=1. The catalyst class is: 6. (3) Reactant: [CH:1]1([S:4]([C:7]2[CH:12]=[CH:11][C:10]([CH:13]([CH2:20][CH:21]3[CH2:26][CH2:25][O:24][CH2:23][CH2:22]3)[C:14](N(OC)C)=[O:15])=[CH:9][CH:8]=2)(=[O:6])=[O:5])[CH2:3][CH2:2]1.[CH:27]([Mg]Br)=[CH:28][CH3:29].Cl. Product: [CH:1]1([S:4]([C:7]2[CH:12]=[CH:11][C:10]([CH:13]([C:14](=[O:15])[CH:27]=[CH:28][CH3:29])[CH2:20][CH:21]3[CH2:22][CH2:23][O:24][CH2:25][CH2:26]3)=[CH:9][CH:8]=2)(=[O:6])=[O:5])[CH2:3][CH2:2]1. The catalyst class is: 7.